Dataset: Full USPTO retrosynthesis dataset with 1.9M reactions from patents (1976-2016). Task: Predict the reactants needed to synthesize the given product. (1) The reactants are: [CH2:1]([O:8][C:9]1[CH:10]=[C:11]2[C:16](=[CH:17][CH:18]=1)[C:15](=[O:19])[N:14]([CH2:20][CH:21]([CH3:23])[CH3:22])[C:13]([CH2:24]Cl)=[C:12]2[C:26]1[CH:31]=[CH:30][CH:29]=[CH:28][CH:27]=1)[C:2]1[CH:7]=[CH:6][CH:5]=[CH:4][CH:3]=1.[C:32]1(=[O:42])[NH:36][C:35](=[O:37])[C:34]2=[CH:38][CH:39]=[CH:40][CH:41]=[C:33]12.[K].O. Given the product [CH2:1]([O:8][C:9]1[CH:10]=[C:11]2[C:16](=[CH:17][CH:18]=1)[C:15](=[O:19])[N:14]([CH2:20][CH:21]([CH3:23])[CH3:22])[C:13]([CH2:24][N:36]1[C:32](=[O:42])[C:33]3[C:34](=[CH:38][CH:39]=[CH:40][CH:41]=3)[C:35]1=[O:37])=[C:12]2[C:26]1[CH:31]=[CH:30][CH:29]=[CH:28][CH:27]=1)[C:2]1[CH:7]=[CH:6][CH:5]=[CH:4][CH:3]=1, predict the reactants needed to synthesize it. (2) Given the product [CH3:2][C:1]1[NH:23][N:24]=[C:13]2[C:12]3[CH:11]=[CH:10][CH:9]=[CH:8][C:7]=3[N:6]([CH2:15][CH2:16][O:17][C:18](=[O:20])[CH3:19])[C:5](=[O:21])[C:4]=12, predict the reactants needed to synthesize it. The reactants are: [C:1]([C:4]1[C:5](=[O:21])[N:6]([CH2:15][CH2:16][O:17][C:18](=[O:20])[CH3:19])[C:7]2[C:12]([C:13]=1O)=[CH:11][CH:10]=[CH:9][CH:8]=2)(=O)[CH3:2].O.[NH2:23][NH2:24]. (3) Given the product [CH3:26][O:27][C:28]1[CH:29]=[C:30]2[C:35](=[CH:36][CH:37]=1)[CH:34]=[C:33]([C:38]1[CH:43]=[CH:42][N:41]=[CH:40][C:39]=1[NH2:44])[CH:32]=[CH:31]2, predict the reactants needed to synthesize it. The reactants are: COC1C=C2C(=CC=1)C=C(B(O)O)C=C2.BrC1C=CN=CC=1[N+]([O-])=O.[CH3:26][O:27][C:28]1[CH:29]=[C:30]2[C:35](=[CH:36][CH:37]=1)[CH:34]=[C:33]([C:38]1[CH:43]=[CH:42][N:41]=[CH:40][C:39]=1[N+:44]([O-])=O)[CH:32]=[CH:31]2. (4) Given the product [Br:11][C:12]1[CH:17]=[CH:16][C:15]([O:5][CH:2]([CH:3]=[CH2:4])[CH3:1])=[C:14]([N+:19]([O-:21])=[O:20])[CH:13]=1, predict the reactants needed to synthesize it. The reactants are: [CH3:1][CH:2]([OH:5])[CH:3]=[CH2:4].C([Li])CCC.[Br:11][C:12]1[CH:17]=[CH:16][C:15](F)=[C:14]([N+:19]([O-:21])=[O:20])[CH:13]=1.Cl. (5) The reactants are: [C:1]([C:4]1[C:22](=[O:23])[C@@:8]2([CH3:24])[C:9]3[C:15]([OH:16])=[CH:14][C:13]([O:17][CH3:18])=[C:12]([C:19]([NH2:21])=[O:20])[C:10]=3[O:11][C:7]2=[CH:6][C:5]=1[OH:25])(=[O:3])[CH3:2].[Cl:26][C:27]1[CH:45]=[C:44]([Cl:46])[CH:43]=[CH:42][C:28]=1[C:29]([NH:31][C:32]1[CH:39]=[C:38]([CH3:40])[C:35]([CH:36]=O)=[C:34]([CH3:41])[CH:33]=1)=[O:30].C([SiH](CC)CC)C.FC(F)(F)C(O)=O. Given the product [C:1]([C:4]1[C:22](=[O:23])[C@@:8]2([CH3:24])[C:9]3[C:15]([OH:16])=[CH:14][C:13]([O:17][CH3:18])=[C:12]([C:19]([NH:21][CH2:36][C:35]4[C:38]([CH3:40])=[CH:39][C:32]([NH:31][C:29](=[O:30])[C:28]5[CH:42]=[CH:43][C:44]([Cl:46])=[CH:45][C:27]=5[Cl:26])=[CH:33][C:34]=4[CH3:41])=[O:20])[C:10]=3[O:11][C:7]2=[CH:6][C:5]=1[OH:25])(=[O:3])[CH3:2], predict the reactants needed to synthesize it.